This data is from Peptide-MHC class II binding affinity with 134,281 pairs from IEDB. The task is: Regression. Given a peptide amino acid sequence and an MHC pseudo amino acid sequence, predict their binding affinity value. This is MHC class II binding data. (1) The peptide sequence is GLGWYKIEIDQDHQE. The MHC is DRB1_0401 with pseudo-sequence DRB1_0401. The binding affinity (normalized) is 0.627. (2) The peptide sequence is FKAAVAAAANAPPAD. The MHC is DRB5_0101 with pseudo-sequence DRB5_0101. The binding affinity (normalized) is 0.652.